From a dataset of Reaction yield outcomes from USPTO patents with 853,638 reactions. Predict the reaction yield, written as a fraction of the theoretical maximum amount of product (1.0 means a 100% yield; for example, 0.34 means a 34% yield). (1) The yield is 0.950. The catalyst is CN(C=O)C.C(OCC)(=O)C. The reactants are [CH3:1][C:2]1=[C:3]([CH2:22][C:23]([OH:25])=O)[C:4]2[CH:5]=[C:6]([F:21])[CH:7]=[CH:8][C:9]=2/[C:10]/1=[CH:11]\[C:12]1[CH:13]=[CH:14][C:15]([S+:18]([O-:20])[CH3:19])=[CH:16][CH:17]=1.[NH2:26][CH2:27][CH2:28][CH2:29][CH2:30][OH:31].CN(C(ON1N=NC2C=CC=CC1=2)=[N+](C)C)C.F[P-](F)(F)(F)(F)F.CCN(C(C)C)C(C)C. The product is [F:21][C:6]1[CH:5]=[C:4]2[C:9]([C:10](=[CH:11][C:12]3[CH:17]=[CH:16][C:15]([S:18]([CH3:19])=[O:20])=[CH:14][CH:13]=3)[C:2]([CH3:1])=[C:3]2[CH2:22][C:23]([NH:26][CH2:27][CH2:28][CH2:29][CH2:30][OH:31])=[O:25])=[CH:8][CH:7]=1. (2) The reactants are [C:1]([C:4]1[CH:5]=[C:6]([CH:12]=[CH:13][CH:14]=1)[C:7]([N:9]([CH3:11])[CH3:10])=[O:8])(=[O:3])[CH3:2].[Br:15]Br. The catalyst is C(Cl)Cl. The product is [Br:15][CH2:2][C:1]([C:4]1[CH:5]=[C:6]([CH:12]=[CH:13][CH:14]=1)[C:7]([N:9]([CH3:11])[CH3:10])=[O:8])=[O:3]. The yield is 0.830. (3) The reactants are C[O:2][C:3](=[O:36])[CH2:4][NH:5][CH2:6][C:7]1[CH:12]=[CH:11][C:10]([CH2:13][N:14]([CH2:25][C:26]2[C:31]([CH3:32])=[CH:30][C:29]([CH3:33])=[CH:28][N:27]=2)[CH:15]2[C:24]3[N:23]=[CH:22][CH:21]=[CH:20][C:19]=3[CH2:18][CH2:17][CH2:16]2)=[C:9]([CH2:34][OH:35])[CH:8]=1.Cl. The catalyst is CCO.[OH-].[Na+]. The product is [CH3:32][C:31]1[C:26]([CH2:25][N:14]([CH2:13][C:10]2[CH:11]=[CH:12][C:7]([CH2:6][NH:5][CH2:4][C:3]([OH:36])=[O:2])=[CH:8][C:9]=2[CH2:34][OH:35])[CH:15]2[C:24]3[N:23]=[CH:22][CH:21]=[CH:20][C:19]=3[CH2:18][CH2:17][CH2:16]2)=[N:27][CH:28]=[C:29]([CH3:33])[CH:30]=1. The yield is 0.780. (4) The reactants are [OH:1][C:2]([CH3:35])([CH3:34])[CH2:3][C@@:4]1([C:28]2[CH:33]=[CH:32][CH:31]=[CH:30][CH:29]=2)[O:9][C:8](=[O:10])[N:7]([C@H:11]([C:13]2[CH:18]=[CH:17][C:16](B3OC(C)(C)C(C)(C)O3)=[CH:15][CH:14]=2)[CH3:12])[CH2:6][CH2:5]1.Br[C:37]1[CH:38]=[CH:39][C:40](=[O:46])[N:41]([CH:43]([F:45])[F:44])[CH:42]=1.C([O-])([O-])=O.[Cs+].[Cs+].O. The catalyst is O1CCOCC1. The product is [F:44][CH:43]([F:45])[N:41]1[C:40](=[O:46])[CH:39]=[CH:38][C:37]([C:16]2[CH:15]=[CH:14][C:13]([C@@H:11]([N:7]3[CH2:6][CH2:5][C@:4]([CH2:3][C:2]([OH:1])([CH3:34])[CH3:35])([C:28]4[CH:33]=[CH:32][CH:31]=[CH:30][CH:29]=4)[O:9][C:8]3=[O:10])[CH3:12])=[CH:18][CH:17]=2)=[CH:42]1. The yield is 0.570. (5) The yield is 0.750. The catalyst is C(O)C. The product is [NH:4]1[C:8]2[CH:9]=[CH:10][CH:11]=[C:12]([N:13]3[C:17]4=[N:18][CH:19]=[N:20][C:21]([NH:2][NH2:3])=[C:16]4[CH:15]=[N:14]3)[C:7]=2[N:6]=[CH:5]1. The reactants are O.[NH2:2][NH2:3].[NH:4]1[C:8]2[CH:9]=[CH:10][CH:11]=[C:12]([N:13]3[C:17]4=[N:18][CH:19]=[N:20][C:21](Cl)=[C:16]4[CH:15]=[N:14]3)[C:7]=2[N:6]=[CH:5]1. (6) The reactants are [Cl-].O[NH3+:3].[C:4](=[O:7])([O-])[OH:5].[Na+].CS(C)=O.[CH2:13]([C:17]1[N:18]=[C:19]([CH2:48][CH:49]2[CH2:51][CH2:50]2)[N:20]([C:39]2[CH:40]=[CH:41][C:42]3[O:46][CH2:45][CH2:44][C:43]=3[CH:47]=2)[C:21](=[O:38])[C:22]=1[CH2:23][C:24]1[CH:29]=[CH:28][C:27]([C:30]2[C:31]([C:36]#[N:37])=[CH:32][CH:33]=[CH:34][CH:35]=2)=[CH:26][CH:25]=1)[CH2:14][CH2:15][CH3:16]. The catalyst is C(OCC)(=O)C. The product is [CH2:13]([C:17]1[N:18]=[C:19]([CH2:48][CH:49]2[CH2:50][CH2:51]2)[N:20]([C:39]2[CH:40]=[CH:41][C:42]3[O:46][CH2:45][CH2:44][C:43]=3[CH:47]=2)[C:21](=[O:38])[C:22]=1[CH2:23][C:24]1[CH:25]=[CH:26][C:27]([C:30]2[CH:35]=[CH:34][CH:33]=[CH:32][C:31]=2[C:36]2[NH:3][C:4](=[O:7])[O:5][N:37]=2)=[CH:28][CH:29]=1)[CH2:14][CH2:15][CH3:16]. The yield is 0.820. (7) The product is [CH2:1]([C:4]([NH:23][C:24]([O:25][C:26]([CH3:29])([CH3:28])[CH3:27])=[O:30])([CH2:10][CH2:11][CH2:12][CH2:13][B:14]1[O:15][C:16]([CH3:22])([CH3:21])[C:17]([CH3:20])([CH3:19])[O:18]1)[C:5]([O:7][CH2:8][CH3:9])=[O:6])[CH:2]=[CH2:3]. The reactants are [CH2:1]([C:4]([NH2:23])([CH2:10][CH2:11][CH2:12][CH2:13][B:14]1[O:18][C:17]([CH3:20])([CH3:19])[C:16]([CH3:22])([CH3:21])[O:15]1)[C:5]([O:7][CH2:8][CH3:9])=[O:6])[CH:2]=[CH2:3].[C:24](=O)([O:30]C(C)(C)C)[O:25][C:26]([CH3:29])([CH3:28])[CH3:27]. The catalyst is C(OCC)(=O)C.C([O-])(O)=O.[Na+]. The yield is 0.820. (8) The yield is 0.594. The reactants are [C:1]([C:3]1[CH:8]=[CH:7][C:6]([S:9]([NH:12][C:13]2[C:22]([NH:23][C:24]3[CH:29]=[C:28]([O:30][CH3:31])[CH:27]=[C:26]([O:32][CH3:33])[C:25]=3[O:34][CH2:35][CH2:36][CH2:37][OH:38])=[N:21][C:20]3[C:15](=[CH:16][CH:17]=[CH:18][CH:19]=3)[N:14]=2)(=[O:11])=[O:10])=[CH:5][CH:4]=1)#[N:2]. The catalyst is C1COCC1.N.[Ni]. The product is [NH2:2][CH2:1][C:3]1[CH:8]=[CH:7][C:6]([S:9]([NH:12][C:13]2[C:22]([NH:23][C:24]3[CH:29]=[C:28]([O:30][CH3:31])[CH:27]=[C:26]([O:32][CH3:33])[C:25]=3[O:34][CH2:35][CH2:36][CH2:37][OH:38])=[N:21][C:20]3[C:15](=[CH:16][CH:17]=[CH:18][CH:19]=3)[N:14]=2)(=[O:11])=[O:10])=[CH:5][CH:4]=1. (9) The reactants are C[O:2][C:3](=[O:25])[CH:4]([N:11]1[CH2:15][C:14]([O:16][C:17]2[CH:22]=[CH:21][CH:20]=[CH:19][C:18]=2[Cl:23])=[CH:13][C:12]1=[O:24])[CH2:5][CH2:6][C:7]([F:10])([F:9])[F:8].O1CCCC1.O.[OH-].[Li+]. The catalyst is O. The product is [Cl:23][C:18]1[CH:19]=[CH:20][CH:21]=[CH:22][C:17]=1[O:16][C:14]1[CH2:15][N:11]([CH:4]([CH2:5][CH2:6][C:7]([F:10])([F:9])[F:8])[C:3]([OH:25])=[O:2])[C:12](=[O:24])[CH:13]=1. The yield is 0.780. (10) The reactants are [CH3:16][C:11]1([CH3:17])[C:12]([CH3:15])([CH3:14])[O:13][B:9]([B:9]2[O:13][C:12]([CH3:15])([CH3:14])[C:11]([CH3:17])([CH3:16])[O:10]2)[O:10]1.C([O-])(=O)C.[K+].I[C:25]1[CH:49]=[CH:48][C:28]([O:29][CH2:30][C:31]2[CH:43]=[CH:42][C:41]([C:44]([F:47])([F:46])[F:45])=[CH:40][C:32]=2[C:33]([O:35][C:36]([CH3:39])([CH3:38])[CH3:37])=[O:34])=[CH:27][CH:26]=1.O. The catalyst is CS(C)=O. The product is [CH3:15][C:12]1([CH3:14])[C:11]([CH3:16])([CH3:17])[O:10][B:9]([C:25]2[CH:49]=[CH:48][C:28]([O:29][CH2:30][C:31]3[CH:43]=[CH:42][C:41]([C:44]([F:46])([F:47])[F:45])=[CH:40][C:32]=3[C:33]([O:35][C:36]([CH3:39])([CH3:38])[CH3:37])=[O:34])=[CH:27][CH:26]=2)[O:13]1. The yield is 0.660.